Dataset: Catalyst prediction with 721,799 reactions and 888 catalyst types from USPTO. Task: Predict which catalyst facilitates the given reaction. (1) Reactant: [S:1]1[C:5]2[CH:6]=[CH:7][CH:8]=[CH:9][C:4]=2[NH:3][C:2]1=[O:10].[N+:11]([O-])([OH:13])=[O:12]. Product: [N+:11]([C:7]1[CH:8]=[CH:9][C:4]2[NH:3][C:2](=[O:10])[S:1][C:5]=2[CH:6]=1)([O-:13])=[O:12]. The catalyst class is: 15. (2) Product: [N:23]1([C:12]2[C:11]([CH2:10][C:9]3[CH:27]=[CH:28][C:6]([N:1]4[CH:5]=[CH:4][CH:3]=[N:2]4)=[CH:7][CH:8]=3)=[C:20]([Cl:21])[C:19]3[C:14](=[CH:15][CH:16]=[C:17]([CH:40]([C:39]4[N:35]([CH3:34])[C:36]([CH3:42])=[N:37][CH:38]=4)[OH:41])[CH:18]=3)[N:13]=2)[CH2:26][CH2:25][CH2:24]1. The catalyst class is: 1. Reactant: [N:1]1([C:6]2[CH:28]=[CH:27][C:9]([CH2:10][C:11]3[C:12]([N:23]4[CH2:26][CH2:25][CH2:24]4)=[N:13][C:14]4[C:19]([C:20]=3[Cl:21])=[CH:18][C:17](Br)=[CH:16][CH:15]=4)=[CH:8][CH:7]=2)[CH:5]=[CH:4][CH:3]=[N:2]1.[Li]CCCC.[CH3:34][N:35]1[C:39]([CH:40]=[O:41])=[CH:38][N:37]=[C:36]1[CH3:42]. (3) Reactant: [I:1]I.O[CH:4]1[CH2:9][CH2:8][N:7]([C:10]([O:12][CH2:13][C:14]2[CH:19]=[CH:18][CH:17]=[CH:16][CH:15]=2)=[O:11])[CH2:6][CH2:5]1.N1C=CN=C1.C1(P(C2C=CC=CC=2)C2C=CC=CC=2)C=CC=CC=1. Product: [I:1][CH:4]1[CH2:9][CH2:8][N:7]([C:10]([O:12][CH2:13][C:14]2[CH:19]=[CH:18][CH:17]=[CH:16][CH:15]=2)=[O:11])[CH2:6][CH2:5]1. The catalyst class is: 1. (4) Reactant: [C:1]([C:4]1[CH:11]=[CH:10][C:7]([CH:8]=[O:9])=[CH:6][CH:5]=1)([OH:3])=O.[C:12]([O:16][C:17]([N:19]1[CH2:24][CH2:23][NH:22][CH2:21][CH2:20]1)=[O:18])([CH3:15])([CH3:14])[CH3:13].CCN=C=NCCCN(C)C.Cl.C1C=CC2N(O)N=NC=2C=1. Product: [C:12]([O:16][C:17]([N:19]1[CH2:24][CH2:23][N:22]([C:1](=[O:3])[C:4]2[CH:11]=[CH:10][C:7]([CH:8]=[O:9])=[CH:6][CH:5]=2)[CH2:21][CH2:20]1)=[O:18])([CH3:15])([CH3:13])[CH3:14]. The catalyst class is: 172. (5) Reactant: [CH3:1][C:2](C)([O-])[CH3:3].[K+].[F:7][C:8]([F:25])([F:24])[C:9]1[CH:14]=[CH:13][C:12]([C:15]([F:18])([F:17])[F:16])=[CH:11][C:10]=1[CH2:19][C:20]([O:22][CH3:23])=[O:21].C(I)CC. Product: [F:7][C:8]([F:24])([F:25])[C:9]1[CH:14]=[CH:13][C:12]([C:15]([F:17])([F:18])[F:16])=[CH:11][C:10]=1[CH:19]([CH2:1][CH2:2][CH3:3])[C:20]([O:22][CH3:23])=[O:21]. The catalyst class is: 1.